Dataset: Full USPTO retrosynthesis dataset with 1.9M reactions from patents (1976-2016). Task: Predict the reactants needed to synthesize the given product. (1) The reactants are: [C:1]([N:4]1[CH2:9][CH2:8][N:7]([CH2:10][CH2:11][O:12][C:13]2[CH:22]=[C:21]3[C:16]([C:17](Cl)=[N:18][CH:19]=[N:20]3)=[CH:15][C:14]=2[O:24][CH3:25])[CH2:6][CH2:5]1)(=[O:3])[CH3:2].[F:26][C:27]1[C:35]([OH:36])=[CH:34][CH:33]=[C:32]2[C:28]=1[CH:29]=[C:30]([CH3:37])[NH:31]2.C(=O)([O-])[O-].[K+].[K+]. Given the product [C:1]([N:4]1[CH2:9][CH2:8][N:7]([CH2:10][CH2:11][O:12][C:13]2[CH:22]=[C:21]3[C:16]([C:17]([O:36][C:35]4[C:27]([F:26])=[C:28]5[C:32](=[CH:33][CH:34]=4)[NH:31][C:30]([CH3:37])=[CH:29]5)=[N:18][CH:19]=[N:20]3)=[CH:15][C:14]=2[O:24][CH3:25])[CH2:6][CH2:5]1)(=[O:3])[CH3:2], predict the reactants needed to synthesize it. (2) The reactants are: [O-:1][CH2:2][CH3:3].[Na+].CO[C:7](=[O:18])[C:8]1[CH:13]=[CH:12][C:11](F)=[C:10]([N+:15]([O-:17])=[O:16])[CH:9]=1.[CH2:19]([OH:21])[CH3:20]. Given the product [CH2:2]([O:1][C:7](=[O:18])[C:8]1[CH:13]=[CH:12][C:11]([O:21][CH2:19][CH3:20])=[C:10]([N+:15]([O-:17])=[O:16])[CH:9]=1)[CH3:3], predict the reactants needed to synthesize it. (3) Given the product [CH3:31][N:15]1[C:16]2[C:12](=[C:11]([N+:20]([O-:22])=[O:21])[C:10]([O:9][C:8]3[CH:7]=[CH:6][C:5]([CH2:23][C:24]([O:26][CH2:27][CH3:28])=[O:25])=[CH:4][C:3]=3[O:2][CH3:1])=[CH:18][CH:17]=2)[CH:13]=[C:14]1[CH3:19], predict the reactants needed to synthesize it. The reactants are: [CH3:1][O:2][C:3]1[CH:4]=[C:5]([CH2:23][C:24]([O:26][CH2:27][CH3:28])=[O:25])[CH:6]=[CH:7][C:8]=1[O:9][C:10]1[C:11]([N+:20]([O-:22])=[O:21])=[C:12]2[C:16](=[CH:17][CH:18]=1)[NH:15][C:14]([CH3:19])=[CH:13]2.IC.[C:31](=O)([O-])[O-].[Cs+].[Cs+].C(O)(=O)CC(CC(O)=O)(C(O)=O)O.